This data is from Forward reaction prediction with 1.9M reactions from USPTO patents (1976-2016). The task is: Predict the product of the given reaction. (1) Given the reactants [C:1]([O:5][C:6](=[O:45])[CH2:7][CH:8]([O:37][Si:38]([CH2:43]C)([CH2:41][CH3:42])[CH2:39][CH3:40])[C:9]([CH3:36])([CH3:35])[C:10](=[O:34])[CH:11]([CH3:33])[CH:12]([O:24]C(OCC(Cl)(Cl)Cl)=O)[CH:13]([CH3:23])[CH2:14][O:15][CH2:16][C:17]1[CH:22]=[CH:21][CH:20]=[CH:19][CH:18]=1)([CH3:4])([CH3:3])[CH3:2], predict the reaction product. The product is: [C:1]([O:5][C:6](=[O:45])[CH2:7][CH:8]([O:37][Si:38]([CH2:41][CH3:42])([CH2:39][CH3:40])[CH3:43])[C:9]([CH3:35])([CH3:36])[C:10](=[O:34])[CH:11]([CH3:33])[CH:12]([OH:24])[CH:13]([CH3:23])[CH2:14][O:15][CH2:16][C:17]1[CH:18]=[CH:19][CH:20]=[CH:21][CH:22]=1)([CH3:4])([CH3:2])[CH3:3]. (2) The product is: [C:1]([C:4]1[C:9]2[NH:10][C:11]3[CH:12]=[C:13]([C:17]([OH:19])=[O:18])[CH:14]=[CH:15][C:16]=3[C:8]=2[N:7]=[C:6]([C:23]2[CH:28]=[CH:27][CH:26]=[CH:25][CH:24]=2)[CH:5]=1)(=[O:3])[NH2:2]. Given the reactants [C:1]([C:4]1[C:9]2[NH:10][C:11]3[CH:12]=[C:13]([C:17]([O:19]C(C)C)=[O:18])[CH:14]=[CH:15][C:16]=3[C:8]=2[N:7]=[C:6]([C:23]2[CH:28]=[CH:27][CH:26]=[CH:25][CH:24]=2)[CH:5]=1)(=[O:3])[NH2:2].CO.[OH-].[Na+], predict the reaction product. (3) Given the reactants [N:1]1([S:11]([C:14]2[CH:15]=[C:16]([N:20]3[C:29](=[O:30])[C:28]4[C:27]([CH:31]=O)=[CH:26][CH:25]=[CH:24][C:23]=4[NH:22][C:21]3=[O:33])[CH:17]=[CH:18][CH:19]=2)(=[O:13])=[O:12])[C:10]2[C:5](=[CH:6][CH:7]=[CH:8][CH:9]=2)[CH2:4][CH2:3][CH2:2]1.Cl.[NH2:35][OH:36], predict the reaction product. The product is: [N:1]1([S:11]([C:14]2[CH:15]=[C:16]([N:20]3[C:29](=[O:30])[C:28]4[C:27]([CH:31]=[N:35][OH:36])=[CH:26][CH:25]=[CH:24][C:23]=4[NH:22][C:21]3=[O:33])[CH:17]=[CH:18][CH:19]=2)(=[O:12])=[O:13])[C:10]2[C:5](=[CH:6][CH:7]=[CH:8][CH:9]=2)[CH2:4][CH2:3][CH2:2]1. (4) Given the reactants C(OC(=O)[NH:7][C:8]1[CH:13]=[C:12]([O:14][CH2:15][CH3:16])[C:11]([C:17]([F:20])([F:19])[F:18])=[CH:10][C:9]=1[NH:21][C:22](=[O:43])[CH2:23][C:24](=O)[C:25]1[CH:30]=[CH:29][CH:28]=[C:27]([C:31]2[CH:36]=[CH:35][N:34]=[C:33]([N:37]3[CH2:41][CH2:40][CH2:39][CH2:38]3)[CH:32]=2)[CH:26]=1)(C)(C)C.C(O)(C(F)(F)F)=O, predict the reaction product. The product is: [CH2:15]([O:14][C:12]1[C:11]([C:17]([F:20])([F:18])[F:19])=[CH:10][C:9]2[NH:21][C:22](=[O:43])[CH2:23][C:24]([C:25]3[CH:30]=[CH:29][CH:28]=[C:27]([C:31]4[CH:36]=[CH:35][N:34]=[C:33]([N:37]5[CH2:38][CH2:39][CH2:40][CH2:41]5)[CH:32]=4)[CH:26]=3)=[N:7][C:8]=2[CH:13]=1)[CH3:16]. (5) Given the reactants [CH3:1][C:2]1[C:7]2=[N:8][CH:9]=[C:10]([C:13]3[NH:17][N:16]=[N:15][N:14]=3)[C:11](=[O:12])[N:6]2[CH:5]=[CH:4][CH:3]=1.[OH-].[K+:19], predict the reaction product. The product is: [CH3:1][C:2]1[C:7]2=[N:8][CH:9]=[C:10]([C:13]3[N-:17][N:16]=[N:15][N:14]=3)[C:11](=[O:12])[N:6]2[CH:5]=[CH:4][CH:3]=1.[K+:19]. (6) Given the reactants [Br:1][C:2]1[CH:3]=[C:4]2[C:9](=[CH:10][CH:11]=1)[O:8][C:7](=[O:12])[CH2:6][CH:5]2[C:13]1[CH:18]=[CH:17][CH:16]=[CH:15][CH:14]=1.O1CCCC1.[BH4-].[Na+], predict the reaction product. The product is: [Br:1][C:2]1[CH:11]=[CH:10][C:9]([OH:8])=[C:4]([CH:5]([C:13]2[CH:14]=[CH:15][CH:16]=[CH:17][CH:18]=2)[CH2:6][CH2:7][OH:12])[CH:3]=1.